This data is from Catalyst prediction with 721,799 reactions and 888 catalyst types from USPTO. The task is: Predict which catalyst facilitates the given reaction. (1) Reactant: [NH2:1][C:2]1[NH:7][C:6](=[S:8])[C:5]([C:9]#[N:10])=[C:4]([C:11]2[O:12][CH:13]=[CH:14][CH:15]=2)[CH:3]=1.CC[O-].[Na+].Br.Br[CH2:22][CH2:23][C:24]1[CH:29]=[CH:28][CH:27]=[CH:26][N:25]=1. Product: [NH2:1][C:2]1[CH:3]=[C:4]([C:11]2[O:12][CH:13]=[CH:14][CH:15]=2)[C:5]([C:9]#[N:10])=[C:6]([S:8][CH2:22][CH2:23][C:24]2[CH:29]=[CH:28][CH:27]=[CH:26][N:25]=2)[N:7]=1. The catalyst class is: 8. (2) Reactant: Cl.[NH:2]([C:6]1[CH:15]=[C:14]2[C:9]([C:10]([CH2:17][C:18]3[CH:23]=[CH:22][N:21]=[CH:20][CH:19]=3)=[N:11][N:12]=[C:13]2O)=[CH:8][CH:7]=1)[C:3]([CH3:5])=[O:4].O=P(Cl)(Cl)[Cl:26].C([O-])(O)=O.[Na+]. Product: [NH:2]([C:6]1[CH:15]=[C:14]2[C:9]([C:10]([CH2:17][C:18]3[CH:23]=[CH:22][N:21]=[CH:20][CH:19]=3)=[N:11][N:12]=[C:13]2[Cl:26])=[CH:8][CH:7]=1)[C:3]([CH3:5])=[O:4]. The catalyst class is: 47. (3) Reactant: O=[C:2]([CH3:15])[CH2:3][S:4][C:5]1[CH:6]=[C:7]([CH2:11][C:12]([OH:14])=[O:13])[CH:8]=[CH:9][CH:10]=1.Cl.[Cl:17][C:18]1[CH:19]=[C:20]([NH:24]N)[CH:21]=[CH:22][CH:23]=1. The catalyst class is: 218. Product: [Cl:17][C:18]1[CH:19]=[C:20]2[C:21]([C:3]([S:4][C:5]3[CH:6]=[C:7]([CH2:11][C:12]([OH:14])=[O:13])[CH:8]=[CH:9][CH:10]=3)=[C:2]([CH3:15])[NH:24]2)=[CH:22][CH:23]=1. (4) Reactant: [C:1]([NH:4][CH2:5][CH2:6][CH:7]([C:9]1[CH:17]=[CH:16][C:12]([C:13]([OH:15])=O)=[CH:11][CH:10]=1)[CH3:8])(=[O:3])[CH3:2].[C:1]([NH:4][CH2:5][CH2:6][CH:7]([C:9]1[CH:17]=[CH:16][C:12]([C:13]([OH:15])=O)=[CH:11][CH:10]=1)[CH3:8])(=[O:3])[CH3:2].N1(O)C2C=CC=CC=2N=N1.C(N(CC)CC)C.[NH2:52][CH2:53][C:54]1[C:55]([OH:62])=[N:56][C:57]([CH3:61])=[CH:58][C:59]=1[CH3:60]. Product: [C:1]([NH:4][CH2:5][CH2:6][CH:7]([C:9]1[CH:10]=[CH:11][C:12]([C:13]([NH:52][CH2:53][C:54]2[C:55]([OH:62])=[N:56][C:57]([CH3:61])=[CH:58][C:59]=2[CH3:60])=[O:15])=[CH:16][CH:17]=1)[CH3:8])(=[O:3])[CH3:2]. The catalyst class is: 46.